From a dataset of Catalyst prediction with 721,799 reactions and 888 catalyst types from USPTO. Predict which catalyst facilitates the given reaction. (1) Reactant: [CH3:1][O:2][C:3]1[CH:33]=[CH:32][C:6]([C:7]([NH:9][C:10]2[C:11]([NH:16][C:17]([CH:19]3[CH2:24][CH2:23][N:22](CC4C=CC=CC=4)[CH2:21][CH2:20]3)=[O:18])=[CH:12][CH:13]=[CH:14][CH:15]=2)=[O:8])=[CH:5][CH:4]=1.Cl. Product: [CH3:1][O:2][C:3]1[CH:4]=[CH:5][C:6]([C:7]([NH:9][C:10]2[C:11]([NH:16][C:17]([CH:19]3[CH2:20][CH2:21][NH:22][CH2:23][CH2:24]3)=[O:18])=[CH:12][CH:13]=[CH:14][CH:15]=2)=[O:8])=[CH:32][CH:33]=1. The catalyst class is: 8. (2) Reactant: [Cl:1][C:2]1[C:7]([O:8][CH3:9])=[CH:6][C:5]([O:10][CH3:11])=[C:4]([F:12])[C:3]=1[CH2:13][C:14]#[N:15].C([O-])([O-])=O.[K+].[K+].C([O-])([O-])=O.[Cs+].[Cs+].[NH2:28][C:29]1[C:34]([CH:35]=O)=[CH:33][N:32]=[C:31]([S:37][CH3:38])[N:30]=1. Product: [Cl:1][C:2]1[C:7]([O:8][CH3:9])=[CH:6][C:5]([O:10][CH3:11])=[C:4]([F:12])[C:3]=1[C:13]1[C:14](=[NH:15])[NH:28][C:29]2[N:30]=[C:31]([S:37][CH3:38])[N:32]=[CH:33][C:34]=2[CH:35]=1. The catalyst class is: 18. (3) Reactant: [OH-].[K+].[CH2:3]([NH:6][C:7]([C@H:9]1[O:11][C@@H:10]1[C:12]([O:14]CC)=[O:13])=[O:8])[CH2:4][CH3:5]. Product: [CH2:3]([NH:6][C:7]([C@H:9]1[O:11][C@@H:10]1[C:12]([OH:14])=[O:13])=[O:8])[CH2:4][CH3:5]. The catalyst class is: 14. (4) Reactant: C(N(CC)CC)C.[CH3:8][C:9]1[N:14]=[CH:13][C:12]([CH2:15]O)=[CH:11][CH:10]=1.S([Cl:21])(C)(=O)=O.C([O-])(O)=O.[Na+]. Product: [Cl:21][CH2:15][C:12]1[CH:11]=[CH:10][C:9]([CH3:8])=[N:14][CH:13]=1. The catalyst class is: 124. (5) Reactant: [C:1]([O:7][CH2:8][C:9]1[CH:14]=[CH:13][C:12]([N+:15]([O-:17])=[O:16])=[C:11](OS(C(F)(F)F)(=O)=O)[CH:10]=1)(=[O:6])[C:2]([CH3:5])([CH3:4])[CH3:3].[NH2:26][C:27]1[S:31][C:30]([C:32]([O:34][CH3:35])=[O:33])=[C:29]([O:36][C@@H:37]([C:39]2[CH:44]=[CH:43][CH:42]=[CH:41][C:40]=2[C:45]([F:48])([F:47])[F:46])[CH3:38])[CH:28]=1.C1(P(C2C=CC=CC=2)C2C=CC=CC=2)C=CC=CC=1.C([O-])([O-])=O.[K+].[K+]. Product: [CH3:5][C:2]([CH3:3])([CH3:4])[C:1]([O:7][CH2:8][C:9]1[CH:14]=[CH:13][C:12]([N+:15]([O-:17])=[O:16])=[C:11]([NH:26][C:27]2[S:31][C:30]([C:32]([O:34][CH3:35])=[O:33])=[C:29]([O:36][C@@H:37]([C:39]3[CH:44]=[CH:43][CH:42]=[CH:41][C:40]=3[C:45]([F:48])([F:46])[F:47])[CH3:38])[CH:28]=2)[CH:10]=1)=[O:6]. The catalyst class is: 109. (6) Reactant: [Si:1]([O:8][C@@H:9]([CH2:14][CH2:15]O)[C:10]([O:12][CH3:13])=[O:11])([C:4]([CH3:7])([CH3:6])[CH3:5])([CH3:3])[CH3:2].C(N(CC)CC)C.[S:24](Cl)([CH3:27])(=[O:26])=[O:25]. Product: [Si:1]([O:8][C@@H:9]([CH2:14][CH2:15][S:24]([CH3:27])(=[O:26])=[O:25])[C:10]([O:12][CH3:13])=[O:11])([C:4]([CH3:7])([CH3:6])[CH3:5])([CH3:3])[CH3:2]. The catalyst class is: 154.